Task: Regression. Given two drug SMILES strings and cell line genomic features, predict the synergy score measuring deviation from expected non-interaction effect.. Dataset: NCI-60 drug combinations with 297,098 pairs across 59 cell lines (1) Synergy scores: CSS=41.6, Synergy_ZIP=5.41, Synergy_Bliss=4.38, Synergy_Loewe=-10.8, Synergy_HSA=5.98. Drug 2: CC1=C2C(C(=O)C3(C(CC4C(C3C(C(C2(C)C)(CC1OC(=O)C(C(C5=CC=CC=C5)NC(=O)OC(C)(C)C)O)O)OC(=O)C6=CC=CC=C6)(CO4)OC(=O)C)O)C)O. Cell line: ACHN. Drug 1: C1CCC(CC1)NC(=O)N(CCCl)N=O. (2) Drug 1: C1CN1P(=S)(N2CC2)N3CC3. Drug 2: B(C(CC(C)C)NC(=O)C(CC1=CC=CC=C1)NC(=O)C2=NC=CN=C2)(O)O. Cell line: NCI-H522. Synergy scores: CSS=69.8, Synergy_ZIP=-2.77, Synergy_Bliss=-1.85, Synergy_Loewe=-19.8, Synergy_HSA=-0.481. (3) Drug 2: CC1C(C(CC(O1)OC2CC(CC3=C2C(=C4C(=C3O)C(=O)C5=C(C4=O)C(=CC=C5)OC)O)(C(=O)CO)O)N)O.Cl. Drug 1: C1=NNC2=C1C(=O)NC=N2. Cell line: UACC62. Synergy scores: CSS=54.9, Synergy_ZIP=-1.64, Synergy_Bliss=2.02, Synergy_Loewe=-20.1, Synergy_HSA=3.38. (4) Drug 1: CN1C(=O)N2C=NC(=C2N=N1)C(=O)N. Drug 2: CC1=C(C(=O)C2=C(C1=O)N3CC4C(C3(C2COC(=O)N)OC)N4)N. Cell line: SW-620. Synergy scores: CSS=37.6, Synergy_ZIP=-0.433, Synergy_Bliss=0.238, Synergy_Loewe=-13.6, Synergy_HSA=3.10. (5) Drug 1: CC12CCC3C(C1CCC2O)C(CC4=C3C=CC(=C4)O)CCCCCCCCCS(=O)CCCC(C(F)(F)F)(F)F. Drug 2: CCN(CC)CCCC(C)NC1=C2C=C(C=CC2=NC3=C1C=CC(=C3)Cl)OC. Cell line: OVCAR-4. Synergy scores: CSS=9.99, Synergy_ZIP=-4.07, Synergy_Bliss=-0.596, Synergy_Loewe=-4.47, Synergy_HSA=-0.698. (6) Drug 1: CC1=CC=C(C=C1)C2=CC(=NN2C3=CC=C(C=C3)S(=O)(=O)N)C(F)(F)F. Drug 2: CCCCC(=O)OCC(=O)C1(CC(C2=C(C1)C(=C3C(=C2O)C(=O)C4=C(C3=O)C=CC=C4OC)O)OC5CC(C(C(O5)C)O)NC(=O)C(F)(F)F)O. Cell line: HOP-92. Synergy scores: CSS=45.7, Synergy_ZIP=-2.63, Synergy_Bliss=-3.68, Synergy_Loewe=-14.5, Synergy_HSA=-5.64. (7) Drug 1: C1=C(C(=O)NC(=O)N1)F. Drug 2: CC1=C2C(C(=O)C3(C(CC4C(C3C(C(C2(C)C)(CC1OC(=O)C(C(C5=CC=CC=C5)NC(=O)OC(C)(C)C)O)O)OC(=O)C6=CC=CC=C6)(CO4)OC(=O)C)O)C)O. Cell line: U251. Synergy scores: CSS=47.5, Synergy_ZIP=-14.3, Synergy_Bliss=-16.0, Synergy_Loewe=-12.7, Synergy_HSA=-9.59. (8) Drug 1: CC1CCC2CC(C(=CC=CC=CC(CC(C(=O)C(C(C(=CC(C(=O)CC(OC(=O)C3CCCCN3C(=O)C(=O)C1(O2)O)C(C)CC4CCC(C(C4)OC)O)C)C)O)OC)C)C)C)OC. Drug 2: CC(C)CN1C=NC2=C1C3=CC=CC=C3N=C2N. Cell line: HL-60(TB). Synergy scores: CSS=11.3, Synergy_ZIP=-3.65, Synergy_Bliss=-1.26, Synergy_Loewe=0.556, Synergy_HSA=-2.06. (9) Drug 1: CN1C2=C(C=C(C=C2)N(CCCl)CCCl)N=C1CCCC(=O)O.Cl. Drug 2: CC(C)(C#N)C1=CC(=CC(=C1)CN2C=NC=N2)C(C)(C)C#N. Cell line: COLO 205. Synergy scores: CSS=3.48, Synergy_ZIP=-6.01, Synergy_Bliss=-9.29, Synergy_Loewe=-4.49, Synergy_HSA=-4.48.